Predict the product of the given reaction. From a dataset of Forward reaction prediction with 1.9M reactions from USPTO patents (1976-2016). (1) Given the reactants [NH2:1][S:2]([C:5]1[S:9][C:8]([NH:10]C(=O)C)=[N:7][C:6]=1[CH3:14])(=[O:4])=[O:3], predict the reaction product. The product is: [NH2:10][C:8]1[S:9][C:5]([S:2]([NH2:1])(=[O:4])=[O:3])=[C:6]([CH3:14])[N:7]=1. (2) Given the reactants O[C:2](=[CH:8][C:9](=O)[C:10]([CH3:13])([CH3:12])[CH3:11])[C:3]([O:5][CH2:6][CH3:7])=[O:4].C(O)(=O)C.O.[NH2:20][NH2:21], predict the reaction product. The product is: [CH3:11][C:10]([C:9]1[NH:21][N:20]=[C:2]([C:3]([O:5][CH2:6][CH3:7])=[O:4])[CH:8]=1)([CH3:13])[CH3:12]. (3) Given the reactants N#N.[Br:3][C:4]1[CH:9]=[CH:8][C:7]([CH3:10])=[CH:6][C:5]=1[F:11].[Br:12]N1C(=O)CCC1=O.C(OOC(=O)C1C=CC=CC=1)(=O)C1C=CC=CC=1, predict the reaction product. The product is: [Br:3][C:4]1[CH:9]=[CH:8][C:7]([CH2:10][Br:12])=[CH:6][C:5]=1[F:11]. (4) The product is: [NH2:11][C@@H:10]1[CH2:9][CH2:8][N:7]([CH2:12][CH2:26][C:27]2[CH:32]=[CH:31][CH:30]=[CH:29][CH:28]=2)[CH2:6][C@@H:5]1[C:3]([N:21]1[CH2:22][CH2:23][S:19][CH2:20]1)=[O:4]. Given the reactants CO[C:3]([C@@H:5]1[C@H:10]([NH2:11])[CH2:9][CH2:8][N:7]([C:12](OC(C)(C)C)=O)[CH2:6]1)=[O:4].[S:19]1[CH2:23][CH2:22][NH:21][CH2:20]1.BrC[CH2:26][C:27]1[CH:32]=[CH:31][CH:30]=[CH:29][CH:28]=1, predict the reaction product. (5) The product is: [F:32][C:33]1[CH:41]=[CH:40][CH:39]=[C:38]2[C:34]=1[CH2:35][CH2:36][N:37]2[C:16](=[O:18])[CH2:15][C:3]1[N:2]([CH3:1])[C:7](=[S:8])[CH:6]=[C:5]([N:9]2[CH2:10][CH2:11][O:12][CH2:13][CH2:14]2)[N:4]=1. Given the reactants [CH3:1][N:2]1[C:7](=[S:8])[CH:6]=[C:5]([N:9]2[CH2:14][CH2:13][O:12][CH2:11][CH2:10]2)[N:4]=[C:3]1[CH2:15][C:16]([O-:18])=O.[Na+].Cl.CN(C)CCCN=C=NCC.[F:32][C:33]1[CH:41]=[CH:40][CH:39]=[C:38]2[C:34]=1[CH2:35][CH2:36][NH:37]2, predict the reaction product. (6) The product is: [C:1]([OH:7])(=[O:6])[CH:2]=[CH:3][C:9]1[CH:14]=[CH:13][CH:12]=[CH:11][CH:10]=1. Given the reactants [C:1]([OH:7])(=[O:6])[CH2:2][C:3](O)=O.C(=O)[C:9]1[CH:14]=[CH:13][CH:12]=[CH:11][CH:10]=1.N1CCCCC1.Cl, predict the reaction product. (7) Given the reactants C[O:2][C:3](=[O:36])[CH2:4][C:5]1[C:13]2[C:8](=[CH:9][C:10]([O:14][CH2:15][C:16]3[C:20]([CH2:21][O:22][CH2:23][CH3:24])=[C:19]([C:25]4[CH:30]=[CH:29][C:28]([C:31]([F:34])([F:33])[F:32])=[CH:27][CH:26]=4)[O:18][N:17]=3)=[CH:11][CH:12]=2)[N:7]([CH3:35])[CH:6]=1.[OH-].[Li+].O1CCCC1.Cl, predict the reaction product. The product is: [CH2:23]([O:22][CH2:21][C:20]1[C:16]([CH2:15][O:14][C:10]2[CH:9]=[C:8]3[C:13]([C:5]([CH2:4][C:3]([OH:36])=[O:2])=[CH:6][N:7]3[CH3:35])=[CH:12][CH:11]=2)=[N:17][O:18][C:19]=1[C:25]1[CH:26]=[CH:27][C:28]([C:31]([F:33])([F:34])[F:32])=[CH:29][CH:30]=1)[CH3:24]. (8) Given the reactants [C:1]([O:5][C:6]([C:8]1[C:17]([NH2:18])=[CH:16][C:15]2[C:10](=[CH:11][C:12]([O:20][CH3:21])=[C:13]([OH:19])[CH:14]=2)[CH:9]=1)=[O:7])([CH3:4])([CH3:3])[CH3:2].O[CH2:23][CH2:24][N:25]1[CH2:30][CH2:29][O:28][CH2:27][CH2:26]1.C1(P(C2C=CC=CC=2)C2C=CC=CN=2)C=CC=CC=1, predict the reaction product. The product is: [C:1]([O:5][C:6]([C:8]1[C:17]([NH2:18])=[CH:16][C:15]2[C:10](=[CH:11][C:12]([O:20][CH3:21])=[C:13]([O:19][CH2:23][CH2:24][N:25]3[CH2:30][CH2:29][O:28][CH2:27][CH2:26]3)[CH:14]=2)[CH:9]=1)=[O:7])([CH3:4])([CH3:3])[CH3:2].